Binary Classification. Given a T-cell receptor sequence (or CDR3 region) and an epitope sequence, predict whether binding occurs between them. From a dataset of TCR-epitope binding with 47,182 pairs between 192 epitopes and 23,139 TCRs. The epitope is AVFDRKSDAK. The TCR CDR3 sequence is CASSPRGGVEKTQYF. Result: 1 (the TCR binds to the epitope).